Dataset: Catalyst prediction with 721,799 reactions and 888 catalyst types from USPTO. Task: Predict which catalyst facilitates the given reaction. (1) Product: [Br:13][C:3]1[C:2]([CH3:1])=[CH:12][C:6]2[NH:7][C:8](=[O:11])[CH2:9][O:10][C:5]=2[CH:4]=1. The catalyst class is: 168. Reactant: [CH3:1][C:2]1[CH:3]=[CH:4][C:5]2[O:10][CH2:9][C:8](=[O:11])[NH:7][C:6]=2[CH:12]=1.[Br:13]Br. (2) Reactant: [C:1]([O:4]C(=O)C)(=[O:3])[CH3:2].[OH:8][C@H:9]1[CH2:26][CH2:25][C@@:24]2([CH3:27])[CH:11]([CH2:12][CH2:13][C@@H:14]3[C@@H:23]2[C:22](=[O:28])[CH2:21][C@@:19]2([CH3:20])[C@H:15]3[CH2:16][CH2:17][C:18]2=[O:29])[CH2:10]1. Product: [C:1]([OH:4])(=[O:3])[CH3:2].[OH:8][C@H:9]1[CH2:26][CH2:25][C@@:24]2([CH3:27])[CH:11]([CH2:12][CH2:13][C@@H:14]3[C@@H:23]2[C:22](=[O:28])[CH2:21][C@@:19]2([CH3:20])[C@H:15]3[CH2:16][CH2:17][C:18]2=[O:29])[CH2:10]1. The catalyst class is: 17. (3) Reactant: [CH3:1][CH:2]([OH:7])[CH2:3][CH:4]([OH:6])[CH3:5].Cl[C:9]([O:11][CH2:12][CH3:13])=[O:10].N1C=CC=CC=1. Product: [C:9](=[O:10])([O:6][CH:4]([CH2:3][CH:2]([OH:7])[CH3:1])[CH3:5])[O:11][CH2:12][CH3:13]. The catalyst class is: 2.